From a dataset of Full USPTO retrosynthesis dataset with 1.9M reactions from patents (1976-2016). Predict the reactants needed to synthesize the given product. Given the product [CH:1]1([N:4]2[CH2:9][C:8]3([CH2:14][CH2:13][N:12]([CH:15]([C:19]4[CH:24]=[CH:23][C:22]([C:25]5[CH:34]=[C:33]6[C:28]([CH:29]=[CH:30][CH:31]=[N:32]6)=[CH:27][CH:26]=5)=[CH:21][C:20]=4[F:35])[C:16]([NH2:39])=[O:18])[CH2:11][CH2:10]3)[O:7][CH2:6][C:5]2=[O:36])[CH2:2][CH2:3]1, predict the reactants needed to synthesize it. The reactants are: [CH:1]1([N:4]2[CH2:9][C:8]3([CH2:14][CH2:13][N:12]([CH:15]([C:19]4[CH:24]=[CH:23][C:22]([C:25]5[CH:34]=[C:33]6[C:28]([CH:29]=[CH:30][CH:31]=[N:32]6)=[CH:27][CH:26]=5)=[CH:21][C:20]=4[F:35])[C:16]([OH:18])=O)[CH2:11][CH2:10]3)[O:7][CH2:6][C:5]2=[O:36])[CH2:3][CH2:2]1.Cl.C[N:39](C)CCCN=C=NCC.[Br-].[NH4+].